From a dataset of Aqueous solubility values for 9,982 compounds from the AqSolDB database. Regression/Classification. Given a drug SMILES string, predict its absorption, distribution, metabolism, or excretion properties. Task type varies by dataset: regression for continuous measurements (e.g., permeability, clearance, half-life) or binary classification for categorical outcomes (e.g., BBB penetration, CYP inhibition). For this dataset (solubility_aqsoldb), we predict Y. (1) The molecule is Cc1ccc2cc3ccccc3cc2c1. The Y is -6.96 log mol/L. (2) The molecule is CCC(C)(C)C(=O)OC1CC(C)C=C2C=CC(C)C(CCC3CC(O)CC(=O)O3)C21. The Y is -5.48 log mol/L. (3) The molecule is CCN(Cc1cccc(S(=O)(=O)[O-])c1)c1ccc(N=Nc2ccc(N=Nc3cccc(S(=O)(=O)[O-])c3)c3ccccc23)cc1.[Na+].[Na+]. The Y is 0.172 log mol/L. (4) The compound is O=C([O-])C(=O)[O-].O=C([O-])C(=O)[O-].O=C([O-])C(=O)[O-].[Gd+3].[Gd+3]. The Y is -5.65 log mol/L. (5) The molecule is CN(C)C1C(O)=C(C(N)=O)C(=O)C2(O)C(O)=C3C(=O)c4c(O)cccc4C(C)(O)C3CC12. The Y is -3.12 log mol/L. (6) The Y is -2.19 log mol/L. The molecule is Nc1ccc(NCCO)c([N+](=O)[O-])c1. (7) The compound is O=NN1CCOCC1. The Y is 0.935 log mol/L. (8) The molecule is C=CC(C)(O)CCC=C(C)C. The Y is -1.99 log mol/L. (9) The drug is O=C(O)c1cc(-c2ccccc2)nc2ccccc12. The Y is -3.19 log mol/L. (10) The compound is CCC(C)(O)C(O)c1ccccc1. The Y is -1.72 log mol/L.